Predict the product of the given reaction. From a dataset of Forward reaction prediction with 1.9M reactions from USPTO patents (1976-2016). (1) Given the reactants P([O-])([O-])([O-])=O.[K+].[K+].[K+].[F:9][C:10]1[C:15](B(O)O)=[CH:14][CH:13]=[CH:12][N:11]=1.Br[C:20]1[CH:21]=[C:22]2[C:33]3([CH2:38][C:37](=[O:39])[N:36]([CH3:40])[C:35]([NH:41][C:42](=[O:48])[O:43][C:44]([CH3:47])([CH3:46])[CH3:45])=[N:34]3)[C:32]3[CH:31]=[C:30]([Cl:49])[N:29]=[C:28]([F:50])[C:27]=3[O:26][C:23]2=[CH:24][CH:25]=1, predict the reaction product. The product is: [Cl:49][C:30]1[N:29]=[C:28]([F:50])[C:27]2[O:26][C:23]3[C:22]([C:33]4([CH2:38][C:37](=[O:39])[N:36]([CH3:40])[C:35]([NH:41][C:42](=[O:48])[O:43][C:44]([CH3:47])([CH3:45])[CH3:46])=[N:34]4)[C:32]=2[CH:31]=1)=[CH:21][C:20]([C:15]1[C:10]([F:9])=[N:11][CH:12]=[CH:13][CH:14]=1)=[CH:25][CH:24]=3. (2) Given the reactants [Cl:1][C:2]1[CH:16]=[CH:15][C:5]([CH2:6][O:7][C:8]2[CH:13]=[CH:12][NH:11][C:10](=[O:14])[CH:9]=2)=[CH:4][CH:3]=1.Br[C:18]1[CH:19]=[CH:20][C:21]2[N:22]([C:24]([CH3:30])=[C:25]([CH:27]3[CH2:29][CH2:28]3)[N:26]=2)[N:23]=1.CNCCNC.C(=O)([O-])[O-].[K+].[K+].N, predict the reaction product. The product is: [Cl:1][C:2]1[CH:16]=[CH:15][C:5]([CH2:6][O:7][C:8]2[CH:13]=[CH:12][N:11]([C:18]3[CH:19]=[CH:20][C:21]4[N:22]([C:24]([CH3:30])=[C:25]([CH:27]5[CH2:29][CH2:28]5)[N:26]=4)[N:23]=3)[C:10](=[O:14])[CH:9]=2)=[CH:4][CH:3]=1.